Dataset: Catalyst prediction with 721,799 reactions and 888 catalyst types from USPTO. Task: Predict which catalyst facilitates the given reaction. Reactant: [CH3:1][C:2]1[NH:3][CH:4]=[CH:5][N:6]=1.[H-].[Na+].Br[CH2:10][C:11]1[CH:16]=[CH:15][C:14]([Cl:17])=[CH:13][C:12]=1[O:18][CH3:19]. Product: [Cl:17][C:14]1[CH:15]=[CH:16][C:11]([CH2:10][N:3]2[CH:4]=[CH:5][N:6]=[C:2]2[CH3:1])=[C:12]([O:18][CH3:19])[CH:13]=1. The catalyst class is: 39.